Dataset: Forward reaction prediction with 1.9M reactions from USPTO patents (1976-2016). Task: Predict the product of the given reaction. (1) Given the reactants [C:1](=[O:14])(OC1C=CC=CC=1)[O:2][C:3]([CH3:6])([CH3:5])[CH3:4].[CH3:15][C:16]([NH2:20])([CH3:19])[CH2:17][NH2:18], predict the reaction product. The product is: [NH2:20][C:16]([CH3:19])([CH3:15])[CH2:17][NH:18][C:1](=[O:14])[O:2][C:3]([CH3:4])([CH3:5])[CH3:6]. (2) Given the reactants C(=O)([O-])[O-].[Ca+2].[CH3:6][C:7]1[CH:8]=[C:9]([CH:11]=[C:12]([CH3:21])[C:13]=1[S:14]([CH2:17][N+:18]([O-:20])=[O:19])(=[O:16])=[O:15])[NH2:10].[F:22][C:23]1[CH:28]=[CH:27][C:26]([S:29](Cl)(=[O:31])=[O:30])=[CH:25][CH:24]=1.O, predict the reaction product. The product is: [CH3:21][C:12]1[CH:11]=[C:9]([NH:10][S:29]([C:26]2[CH:27]=[CH:28][C:23]([F:22])=[CH:24][CH:25]=2)(=[O:31])=[O:30])[CH:8]=[C:7]([CH3:6])[C:13]=1[S:14]([CH2:17][N+:18]([O-:20])=[O:19])(=[O:15])=[O:16]. (3) Given the reactants [Cl:1][C:2]1[CH:3]=[C:4]([S:9]([CH:12]2[CH2:17][CH2:16][NH:15][CH2:14][CH2:13]2)(=[O:11])=[O:10])[CH:5]=[CH:6][C:7]=1[Cl:8].Cl[C:19]1[C:24]([Cl:25])=[CH:23][CH:22]=[CH:21][N:20]=1, predict the reaction product. The product is: [Cl:25][C:24]1[C:19]([N:15]2[CH2:16][CH2:17][CH:12]([S:9]([C:4]3[CH:5]=[CH:6][C:7]([Cl:8])=[C:2]([Cl:1])[CH:3]=3)(=[O:11])=[O:10])[CH2:13][CH2:14]2)=[N:20][CH:21]=[CH:22][CH:23]=1. (4) Given the reactants OCCCN1C=C(C2C=CC(N[C:22]3[C:27]([C:28]([F:31])([F:30])[F:29])=[CH:26][N:25]=[C:24]([NH:32][C:33]4[CH:47]=[CH:46][C:36]([CH2:37][P:38](=[O:45])([O:42][CH2:43][CH3:44])[O:39][CH2:40][CH3:41])=[CH:35][C:34]=4[O:48][CH3:49])[N:23]=3)=C3C=2CN(C)C3=O)C=N1.C(OP1(=O)CC2C=CC(=CC=2)NC2=NC(=C(C(F)(F)F)C=N2)NC2C=CC(=NC=2C(NC)=O)C2=CN(N=C2)CCCCO1)C.[NH2:94][C:95]1[C:96]([C:112]([NH:114][CH3:115])=[O:113])=[N:97][C:98]([C:101]2[CH:102]=[N:103][N:104]([CH2:108][CH2:109][CH2:110][OH:111])[C:105]=2[C:106]#[N:107])=[CH:99][CH:100]=1, predict the reaction product. The product is: [C:106]([C:105]1[N:104]([CH2:108][CH2:109][CH2:110][OH:111])[N:103]=[CH:102][C:101]=1[C:98]1[N:97]=[C:96]([C:112](=[O:113])[NH:114][CH3:115])[C:95]([NH:94][C:26]2[C:27]([C:28]([F:29])([F:30])[F:31])=[CH:22][N:23]=[C:24]([NH:32][C:33]3[CH:47]=[CH:46][C:36]([CH2:37][P:38](=[O:45])([O:42][CH2:43][CH3:44])[O:39][CH2:40][CH3:41])=[CH:35][C:34]=3[O:48][CH3:49])[N:25]=2)=[CH:100][CH:99]=1)#[N:107].